Dataset: Merck oncology drug combination screen with 23,052 pairs across 39 cell lines. Task: Regression. Given two drug SMILES strings and cell line genomic features, predict the synergy score measuring deviation from expected non-interaction effect. (1) Drug 1: CS(=O)(=O)CCNCc1ccc(-c2ccc3ncnc(Nc4ccc(OCc5cccc(F)c5)c(Cl)c4)c3c2)o1. Drug 2: NC1CCCCC1N.O=C(O)C(=O)O.[Pt+2]. Cell line: EFM192B. Synergy scores: synergy=-6.26. (2) Drug 1: CS(=O)(=O)CCNCc1ccc(-c2ccc3ncnc(Nc4ccc(OCc5cccc(F)c5)c(Cl)c4)c3c2)o1. Drug 2: NC(=O)c1cccc2cn(-c3ccc(C4CCCNC4)cc3)nc12. Cell line: ES2. Synergy scores: synergy=11.5. (3) Drug 1: CC(C)CC(NC(=O)C(Cc1ccccc1)NC(=O)c1cnccn1)B(O)O. Drug 2: COC1=C2CC(C)CC(OC)C(O)C(C)C=C(C)C(OC(N)=O)C(OC)C=CC=C(C)C(=O)NC(=CC1=O)C2=O. Cell line: NCIH2122. Synergy scores: synergy=-25.1. (4) Drug 1: CC1CC2C3CCC4=CC(=O)C=CC4(C)C3(F)C(O)CC2(C)C1(O)C(=O)CO. Drug 2: O=C(CCCCCCC(=O)Nc1ccccc1)NO. Cell line: LOVO. Synergy scores: synergy=15.1.